From a dataset of Peptide-MHC class II binding affinity with 134,281 pairs from IEDB. Regression. Given a peptide amino acid sequence and an MHC pseudo amino acid sequence, predict their binding affinity value. This is MHC class II binding data. (1) The binding affinity (normalized) is 0.305. The peptide sequence is IHRIRTLIGQEKYTD. The MHC is HLA-DQA10601-DQB10402 with pseudo-sequence HLA-DQA10601-DQB10402. (2) The peptide sequence is STGEAHLAEENEGDN. The MHC is DRB1_0901 with pseudo-sequence DRB1_0901. The binding affinity (normalized) is 0.300. (3) The peptide sequence is DDCVAIGTGSSNIVI. The MHC is HLA-DPA10201-DPB11401 with pseudo-sequence HLA-DPA10201-DPB11401. The binding affinity (normalized) is 0.0588. (4) The peptide sequence is AHGETVSAVAELIGD. The binding affinity (normalized) is 0.362. The MHC is HLA-DQA10501-DQB10301 with pseudo-sequence HLA-DQA10501-DQB10301. (5) The peptide sequence is RMLEPTRVVNWEVII. The MHC is DRB3_0301 with pseudo-sequence DRB3_0301. The binding affinity (normalized) is 0.631. (6) The peptide sequence is RGDSRLTYQWHKEGS. The MHC is HLA-DQA10201-DQB10402 with pseudo-sequence HLA-DQA10201-DQB10402. The binding affinity (normalized) is 0. (7) The binding affinity (normalized) is 0.332. The peptide sequence is QNRMKLADCAVGFGS. The MHC is DRB1_0401 with pseudo-sequence DRB1_0401. (8) The peptide sequence is PKIFFRPTTITANVS. The MHC is DRB1_0401 with pseudo-sequence DRB1_0401. The binding affinity (normalized) is 0.816. (9) The peptide sequence is DVCGMFTNRSGSQQWR. The MHC is DRB1_0401 with pseudo-sequence DRB1_0401. The binding affinity (normalized) is 0.415.